Regression. Given two drug SMILES strings and cell line genomic features, predict the synergy score measuring deviation from expected non-interaction effect. From a dataset of NCI-60 drug combinations with 297,098 pairs across 59 cell lines. (1) Drug 1: CCN(CC)CCNC(=O)C1=C(NC(=C1C)C=C2C3=C(C=CC(=C3)F)NC2=O)C. Drug 2: CC1C(C(CC(O1)OC2CC(OC(C2O)C)OC3=CC4=CC5=C(C(=O)C(C(C5)C(C(=O)C(C(C)O)O)OC)OC6CC(C(C(O6)C)O)OC7CC(C(C(O7)C)O)OC8CC(C(C(O8)C)O)(C)O)C(=C4C(=C3C)O)O)O)O. Cell line: MALME-3M. Synergy scores: CSS=12.4, Synergy_ZIP=-0.908, Synergy_Bliss=-1.81, Synergy_Loewe=-2.79, Synergy_HSA=-1.34. (2) Drug 1: CC1=C(C(CCC1)(C)C)C=CC(=CC=CC(=CC(=O)O)C)C. Drug 2: C1=NC2=C(N1)C(=S)N=CN2. Cell line: MDA-MB-231. Synergy scores: CSS=57.1, Synergy_ZIP=-3.44, Synergy_Bliss=-2.58, Synergy_Loewe=-28.4, Synergy_HSA=-0.727. (3) Drug 1: C1CCC(C1)C(CC#N)N2C=C(C=N2)C3=C4C=CNC4=NC=N3. Drug 2: C(CCl)NC(=O)N(CCCl)N=O. Cell line: MDA-MB-231. Synergy scores: CSS=12.1, Synergy_ZIP=-3.78, Synergy_Bliss=2.47, Synergy_Loewe=1.82, Synergy_HSA=1.79. (4) Drug 1: CN1C(=O)N2C=NC(=C2N=N1)C(=O)N. Drug 2: CC1=C2C(C(=O)C3(C(CC4C(C3C(C(C2(C)C)(CC1OC(=O)C(C(C5=CC=CC=C5)NC(=O)OC(C)(C)C)O)O)OC(=O)C6=CC=CC=C6)(CO4)OC(=O)C)O)C)O. Cell line: NCI-H522. Synergy scores: CSS=-3.57, Synergy_ZIP=1.41, Synergy_Bliss=-1.02, Synergy_Loewe=-2.64, Synergy_HSA=-4.81. (5) Drug 1: CNC(=O)C1=CC=CC=C1SC2=CC3=C(C=C2)C(=NN3)C=CC4=CC=CC=N4. Drug 2: CC1C(C(=O)NC(C(=O)N2CCCC2C(=O)N(CC(=O)N(C(C(=O)O1)C(C)C)C)C)C(C)C)NC(=O)C3=C4C(=C(C=C3)C)OC5=C(C(=O)C(=C(C5=N4)C(=O)NC6C(OC(=O)C(N(C(=O)CN(C(=O)C7CCCN7C(=O)C(NC6=O)C(C)C)C)C)C(C)C)C)N)C. Cell line: HCT-15. Synergy scores: CSS=1.68, Synergy_ZIP=0.246, Synergy_Bliss=-0.976, Synergy_Loewe=-3.30, Synergy_HSA=-3.44. (6) Synergy scores: CSS=10.5, Synergy_ZIP=11.1, Synergy_Bliss=21.8, Synergy_Loewe=9.71, Synergy_HSA=11.7. Drug 2: CC1=C(C=C(C=C1)NC2=NC=CC(=N2)N(C)C3=CC4=NN(C(=C4C=C3)C)C)S(=O)(=O)N.Cl. Cell line: RPMI-8226. Drug 1: CS(=O)(=O)C1=CC(=C(C=C1)C(=O)NC2=CC(=C(C=C2)Cl)C3=CC=CC=N3)Cl. (7) Drug 1: C1CCC(CC1)NC(=O)N(CCCl)N=O. Drug 2: CC1C(C(CC(O1)OC2CC(CC3=C2C(=C4C(=C3O)C(=O)C5=C(C4=O)C(=CC=C5)OC)O)(C(=O)CO)O)N)O.Cl. Cell line: NCI-H460. Synergy scores: CSS=36.8, Synergy_ZIP=0.337, Synergy_Bliss=-3.58, Synergy_Loewe=-6.78, Synergy_HSA=-2.14.